From a dataset of Full USPTO retrosynthesis dataset with 1.9M reactions from patents (1976-2016). Predict the reactants needed to synthesize the given product. (1) The reactants are: [NH2:1][C:2]1[CH:3]=[C:4]([C:8]2[CH:21]=[C:11]3[NH:12][C:13](=[O:20])[C:14]4[C:19]([N:10]3[N:9]=2)=[CH:18][CH:17]=[CH:16][CH:15]=4)[CH:5]=[CH:6][CH:7]=1.[N:22]1([CH2:28][CH2:29][C:30](O)=[O:31])[CH2:27][CH2:26][CH2:25][CH2:24][CH2:23]1.ON1C2C=CC=CC=2N=N1.F[P-](F)(F)(F)(F)F.N1(O[P+](N2CCCC2)(N2CCCC2)N2CCCC2)C2C=CC=CC=2N=N1.C(N(C(C)C)CC)(C)C. Given the product [O:20]=[C:13]1[C:14]2[C:19](=[CH:18][CH:17]=[CH:16][CH:15]=2)[N:10]2[N:9]=[C:8]([C:4]3[CH:3]=[C:2]([NH:1][C:30](=[O:31])[CH2:29][CH2:28][N:22]4[CH2:27][CH2:26][CH2:25][CH2:24][CH2:23]4)[CH:7]=[CH:6][CH:5]=3)[CH:21]=[C:11]2[NH:12]1, predict the reactants needed to synthesize it. (2) Given the product [F:34][C:32]1[CH:31]=[C:22]([CH2:23][O:24][CH:25]2[CH2:30][CH2:29][O:28][CH2:27][CH2:26]2)[CH:21]=[C:20]([F:19])[C:33]=1[B:5]1[O:6][C:7]([CH3:12])([CH3:13])[C:8]([CH3:10])([CH3:11])[O:9]1, predict the reactants needed to synthesize it. The reactants are: C(O[B:5]1[O:9][C:8]([CH3:11])([CH3:10])[C:7]([CH3:13])([CH3:12])[O:6]1)(C)C.C([Li])CCC.[F:19][C:20]1[CH:21]=[C:22]([CH:31]=[C:32]([F:34])[CH:33]=1)[CH2:23][O:24][CH:25]1[CH2:30][CH2:29][O:28][CH2:27][CH2:26]1.